From a dataset of Forward reaction prediction with 1.9M reactions from USPTO patents (1976-2016). Predict the product of the given reaction. (1) Given the reactants [CH3:1][C:2]([S@:5]([NH:7][C@H:8]([C:10]1[C:11]([CH3:15])=[N:12][NH:13][CH:14]=1)[CH3:9])=[O:6])([CH3:4])[CH3:3].C([O-])([O-])=O.[Cs+].[Cs+].[CH2:22](Br)[C:23]1[CH:28]=[CH:27][CH:26]=[CH:25][CH:24]=1.N1C=CC=N1, predict the reaction product. The product is: [CH2:22]([N:13]1[CH:14]=[C:10]([C@@H:8]([NH:7][S@@:5]([C:2]([CH3:3])([CH3:4])[CH3:1])=[O:6])[CH3:9])[C:11]([CH3:15])=[N:12]1)[C:23]1[CH:28]=[CH:27][CH:26]=[CH:25][CH:24]=1. (2) The product is: [C:12]1([C:2]2[C:3]([C:8]([O:10][CH3:11])=[O:9])=[N:4][CH:5]=[N:6][CH:7]=2)[CH:17]=[CH:16][CH:15]=[CH:14][CH:13]=1. Given the reactants Br[C:2]1[C:3]([C:8]([O:10][CH3:11])=[O:9])=[N:4][CH:5]=[N:6][CH:7]=1.[C:12]1(B(O)O)[CH:17]=[CH:16][CH:15]=[CH:14][CH:13]=1.C([O-])([O-])=O.[Na+].[Na+], predict the reaction product. (3) Given the reactants [Br:1][C:2]1[CH:3]=[C:4]2[C:8](=[CH:9][CH:10]=1)[N:7]([CH:11]1[CH2:16][CH2:15][CH2:14][CH2:13][O:12]1)[N:6]=[C:5]2[CH:17]=O.C([N:21](CC)CC)C.Cl.NO.ClC(Cl)(Cl)C(Cl)=O.[Cl-].[Na+], predict the reaction product. The product is: [Br:1][C:2]1[CH:3]=[C:4]2[C:8](=[CH:9][CH:10]=1)[N:7]([CH:11]1[CH2:16][CH2:15][CH2:14][CH2:13][O:12]1)[N:6]=[C:5]2[C:17]#[N:21]. (4) Given the reactants [Br:1][C:2]1[CH:10]=[CH:9][C:5]([C:6]([OH:8])=[O:7])=[C:4]([CH3:11])[CH:3]=1.[C:12](=O)([O-])[O-].[K+].[K+].IC, predict the reaction product. The product is: [Br:1][C:2]1[CH:10]=[CH:9][C:5]([C:6]([O:8][CH3:12])=[O:7])=[C:4]([CH3:11])[CH:3]=1. (5) Given the reactants [Cl:1][C:2]1[C:7]([C:8]([N:10]([C:14]2[CH:15]=[C:16]3[C:20](=[C:21]([NH:23][C:24]([CH:26]4[CH2:28][CH2:27]4)=[O:25])[CH:22]=2)[N:19]([C:29]2[CH:34]=[CH:33][CH:32]=[CH:31][C:30]=2[O:35][CH3:36])[CH:18]=[CH:17]3)[CH2:11][CH2:12][OH:13])=[O:9])=[C:6](Cl)[N:5]=[CH:4][N:3]=1.C(N(CC)CC)C, predict the reaction product. The product is: [Cl:1][C:2]1[C:7]2[C:8](=[O:9])[N:10]([C:14]3[CH:15]=[C:16]4[C:20](=[C:21]([NH:23][C:24]([CH:26]5[CH2:28][CH2:27]5)=[O:25])[CH:22]=3)[N:19]([C:29]3[CH:34]=[CH:33][CH:32]=[CH:31][C:30]=3[O:35][CH3:36])[CH:18]=[CH:17]4)[CH2:11][CH2:12][O:13][C:6]=2[N:5]=[CH:4][N:3]=1. (6) Given the reactants Cl[C:2]1[CH:3]=[CH:4][C:5]2[N:6]([C:8]([C:11]3[CH:16]=[CH:15][N:14]=[CH:13][CH:12]=3)=[CH:9][N:10]=2)[N:7]=1.[CH3:17][N:18]1[CH2:23][CH2:22][CH:21]([NH2:24])[CH2:20][CH2:19]1.C1(P(C2C=CC=CC=2)C2C=CC3C(=CC=CC=3)C=2C2C3C(=CC=CC=3)C=CC=2P(C2C=CC=CC=2)C2C=CC=CC=2)C=CC=CC=1.CC(C)([O-])C.[Na+], predict the reaction product. The product is: [CH3:17][N:18]1[CH2:23][CH2:22][CH:21]([NH:24][C:2]2[CH:3]=[CH:4][C:5]3[N:6]([C:8]([C:11]4[CH:16]=[CH:15][N:14]=[CH:13][CH:12]=4)=[CH:9][N:10]=3)[N:7]=2)[CH2:20][CH2:19]1.